Task: Predict the reaction yield, written as a fraction of the theoretical maximum amount of product (1.0 means a 100% yield; for example, 0.34 means a 34% yield).. Dataset: Reaction yield outcomes from USPTO patents with 853,638 reactions (1) The reactants are C[O:2][C:3]1[CH:4]=[CH:5][C:6]2[O:12][C:11]3[CH:13]=[CH:14][CH:15]=[CH:16][C:10]=3[N:9]=[C:8]([C:17]3[CH:27]=[CH:26][C:20]([C:21]([O:23][CH2:24][CH3:25])=[O:22])=[CH:19][CH:18]=3)[C:7]=2[CH:28]=1.B(Br)(Br)Br.C(O)C.CO. The catalyst is C(Cl)Cl.C(OCC)(=O)C. The product is [OH:2][C:3]1[CH:4]=[CH:5][C:6]2[O:12][C:11]3[CH:13]=[CH:14][CH:15]=[CH:16][C:10]=3[N:9]=[C:8]([C:17]3[CH:27]=[CH:26][C:20]([C:21]([O:23][CH2:24][CH3:25])=[O:22])=[CH:19][CH:18]=3)[C:7]=2[CH:28]=1. The yield is 0.300. (2) The reactants are [NH2:1][C@@H:2]([CH2:19][C:20]1[CH:25]=[CH:24][C:23]([O:26][CH3:27])=[CH:22][CH:21]=1)[C:3]([NH:5][C@@H:6]([CH2:13][C:14]1[CH2:18][CH2:17][CH2:16][CH:15]=1)[C:7]([C@@:9]1([CH3:12])[CH2:11][O:10]1)=[O:8])=[O:4].[C:28]([O:32][C:33]([NH:35][C@@H:36]([CH3:40])[C:37](O)=[O:38])=[O:34])([CH3:31])([CH3:30])[CH3:29].CN(C(ON1N=NC2C=CC=NC1=2)=[N+](C)C)C.F[P-](F)(F)(F)(F)F.CCN(C(C)C)C(C)C. The catalyst is CN(C=O)C. The product is [C:14]1([CH2:13][C@H:6]([NH:5][C:3](=[O:4])[C@@H:2]([NH:1][C:37](=[O:38])[C@@H:36]([NH:35][C:33](=[O:34])[O:32][C:28]([CH3:30])([CH3:29])[CH3:31])[CH3:40])[CH2:19][C:20]2[CH:21]=[CH:22][C:23]([O:26][CH3:27])=[CH:24][CH:25]=2)[C:7]([C@@:9]2([CH3:12])[CH2:11][O:10]2)=[O:8])[CH2:18][CH2:17][CH2:16][CH:15]=1. The yield is 0.840.